Dataset: Peptide-MHC class I binding affinity with 185,985 pairs from IEDB/IMGT. Task: Regression. Given a peptide amino acid sequence and an MHC pseudo amino acid sequence, predict their binding affinity value. This is MHC class I binding data. (1) The peptide sequence is DMRKRIEAF. The MHC is HLA-A30:01 with pseudo-sequence HLA-A30:01. The binding affinity (normalized) is 0.0847. (2) The peptide sequence is QEAYYRARA. The MHC is HLA-B44:03 with pseudo-sequence HLA-B44:03. The binding affinity (normalized) is 0.178. (3) The peptide sequence is LILSNKLLY. The MHC is HLA-A33:01 with pseudo-sequence HLA-A33:01. The binding affinity (normalized) is 0.123. (4) The peptide sequence is GIDVTDLFA. The MHC is HLA-A23:01 with pseudo-sequence HLA-A23:01. The binding affinity (normalized) is 0. (5) The peptide sequence is WLSVIWMMWY. The MHC is HLA-A02:06 with pseudo-sequence HLA-A02:06. The binding affinity (normalized) is 0.322. (6) The peptide sequence is STEFIPNLF. The MHC is HLA-C04:01 with pseudo-sequence HLA-C04:01. The binding affinity (normalized) is 0.0847. (7) The peptide sequence is SELPQWLSANR. The MHC is HLA-A02:03 with pseudo-sequence HLA-A02:03. The binding affinity (normalized) is 0. (8) The peptide sequence is EPVDPRLEPW. The MHC is HLA-B57:01 with pseudo-sequence HLA-B57:01. The binding affinity (normalized) is 0.0175. (9) The peptide sequence is RWLPLVSLF. The MHC is HLA-C07:01 with pseudo-sequence HLA-C07:01. The binding affinity (normalized) is 0.0847.